Dataset: Full USPTO retrosynthesis dataset with 1.9M reactions from patents (1976-2016). Task: Predict the reactants needed to synthesize the given product. (1) Given the product [CH2:18]([O:25][C:26]1[C:34]([CH3:35])=[CH:33][C:29]([C:30]2[O:12][N:11]=[C:9]([C:8]3[CH:13]=[C:14]([O:16][CH3:17])[N:15]=[C:6]([CH:1]4[CH2:2][CH2:3][CH2:4][CH2:5]4)[CH:7]=3)[N:10]=2)=[CH:28][C:27]=1[CH2:36][CH3:37])[C:19]1[CH:24]=[CH:23][CH:22]=[CH:21][CH:20]=1, predict the reactants needed to synthesize it. The reactants are: [CH:1]1([C:6]2[CH:7]=[C:8]([CH:13]=[C:14]([O:16][CH3:17])[N:15]=2)[C:9]([NH:11][OH:12])=[NH:10])[CH2:5][CH2:4][CH2:3][CH2:2]1.[CH2:18]([O:25][C:26]1[C:34]([CH3:35])=[CH:33][C:29]([C:30](O)=O)=[CH:28][C:27]=1[CH2:36][CH3:37])[C:19]1[CH:24]=[CH:23][CH:22]=[CH:21][CH:20]=1.CCN(C(C)C)C(C)C.CN(C(ON1N=NC2C=CC=CC1=2)=[N+](C)C)C.[B-](F)(F)(F)F. (2) Given the product [Br:6][C:7]1[O:11][C:10]([C:12]2[O:13][C:14]([CH3:19])=[C:15]([CH2:17][C:20]([O:4][CH3:3])=[O:22])[N:16]=2)=[CH:9][CH:8]=1, predict the reactants needed to synthesize it. The reactants are: CN(C)[CH:3]=[O:4].[Br:6][C:7]1[O:11][C:10]([C:12]2[O:13][C:14]([CH3:19])=[C:15]([CH2:17]Br)[N:16]=2)=[CH:9][CH:8]=1.[C:20]([O-])(=[O:22])C.[Na+].